Dataset: Peptide-MHC class I binding affinity with 185,985 pairs from IEDB/IMGT. Task: Regression. Given a peptide amino acid sequence and an MHC pseudo amino acid sequence, predict their binding affinity value. This is MHC class I binding data. (1) The peptide sequence is YGLGSTPLY. The MHC is HLA-B27:05 with pseudo-sequence HLA-B27:05. The binding affinity (normalized) is 0.0847. (2) The MHC is HLA-A02:01 with pseudo-sequence HLA-A02:01. The peptide sequence is TALLSCIRNA. The binding affinity (normalized) is 0.800. (3) The peptide sequence is VSFIEFVGW. The MHC is HLA-A01:01 with pseudo-sequence HLA-A01:01. The binding affinity (normalized) is 0.163. (4) The peptide sequence is NVKSKLLWFL. The MHC is HLA-A02:02 with pseudo-sequence HLA-A02:02. The binding affinity (normalized) is 0.285. (5) The peptide sequence is IEEVMNIVL. The MHC is HLA-A02:19 with pseudo-sequence HLA-A02:19. The binding affinity (normalized) is 0.0847. (6) The peptide sequence is MLDTSEKYSK. The MHC is HLA-A33:01 with pseudo-sequence HLA-A33:01. The binding affinity (normalized) is 0.